Task: Predict the reactants needed to synthesize the given product.. Dataset: Full USPTO retrosynthesis dataset with 1.9M reactions from patents (1976-2016) (1) The reactants are: Br[C:2]1[CH:3]=[CH:4][C:5]([O:25][CH2:26][CH2:27][CH3:28])=[C:6]([S:8]([NH:11][C@H:12]([CH2:15][C:16]2[C:24]3[C:19](=[CH:20][CH:21]=[CH:22][CH:23]=3)[NH:18][CH:17]=2)[CH2:13][OH:14])(=[O:10])=[O:9])[CH:7]=1.[C:29]([C:31]1[CH:32]=[C:33]([CH:38]=[CH:39][CH:40]=1)[C:34]([NH:36][CH3:37])=[O:35])#[CH:30].CCCC[N+](CCCC)(CCCC)CCCC.[F-].O. Given the product [OH:14][CH2:13][C@H:12]([NH:11][S:8]([C:6]1[CH:7]=[C:2]([C:30]#[C:29][C:31]2[CH:32]=[C:33]([CH:38]=[CH:39][CH:40]=2)[C:34]([NH:36][CH3:37])=[O:35])[CH:3]=[CH:4][C:5]=1[O:25][CH2:26][CH2:27][CH3:28])(=[O:10])=[O:9])[CH2:15][C:16]1[C:24]2[C:19](=[CH:20][CH:21]=[CH:22][CH:23]=2)[NH:18][CH:17]=1, predict the reactants needed to synthesize it. (2) Given the product [Cl:21][CH2:22][C:23]([NH:1][C:2]1[CH:3]=[CH:4][C:5]([C:8]([N:10]2[CH2:16][C:15]3([CH3:18])[CH2:17][CH:11]2[CH2:12][C:13]([CH3:20])([CH3:19])[CH2:14]3)=[O:9])=[CH:6][CH:7]=1)=[O:24], predict the reactants needed to synthesize it. The reactants are: [NH2:1][C:2]1[CH:7]=[CH:6][C:5]([C:8]([N:10]2[CH2:16][C:15]3([CH3:18])[CH2:17][CH:11]2[CH2:12][C:13]([CH3:20])([CH3:19])[CH2:14]3)=[O:9])=[CH:4][CH:3]=1.[Cl:21][CH2:22][C:23](Cl)=[O:24]. (3) Given the product [CH2:29]([N:25]1[C:26]2[C:22](=[CH:21][C:20]([Cl:19])=[CH:28][CH:27]=2)[CH:23]=[C:24]1[C:36](=[O:37])[CH2:12][C:11]([O:14][C:15]([CH3:18])([CH3:17])[CH3:16])=[O:13])[C:30]1[CH:31]=[CH:32][CH:33]=[CH:34][CH:35]=1, predict the reactants needed to synthesize it. The reactants are: [Li+].C[Si]([N-][Si](C)(C)C)(C)C.[C:11]([O:14][C:15]([CH3:18])([CH3:17])[CH3:16])(=[O:13])[CH3:12].[Cl:19][C:20]1[CH:21]=[C:22]2[C:26](=[CH:27][CH:28]=1)[N:25]([CH2:29][C:30]1[CH:35]=[CH:34][CH:33]=[CH:32][CH:31]=1)[C:24]([C:36](OCC)=[O:37])=[CH:23]2. (4) Given the product [F:31][C:22]1[C:23]([N:25]2[C:29]3([CH2:39][CH2:38][CH2:40][CH2:43]3)[CH2:28][O:27][C:26]2=[O:30])=[N:24][C:19]([NH:17][C@H:15]([C:12]2[CH:11]=[CH:10][C:9]([O:2][C:3]3[CH:8]=[CH:7][CH:6]=[CH:5][CH:4]=3)=[CH:14][CH:13]=2)[CH3:16])=[N:20][CH:21]=1, predict the reactants needed to synthesize it. The reactants are: Cl.[O:2]([C:9]1[CH:14]=[CH:13][C:12]([C@@H:15]([NH2:17])[CH3:16])=[CH:11][CH:10]=1)[C:3]1[CH:8]=[CH:7][CH:6]=[CH:5][CH:4]=1.Cl[C:19]1[N:24]=[C:23]([N:25]2[CH2:29][CH2:28][O:27][C:26]2=[O:30])[C:22]([F:31])=[CH:21][N:20]=1.CCN([CH:38]([CH3:40])[CH3:39])C(C)C.[F-].[K+].[CH3:43]S(C)=O. (5) Given the product [CH2:1]([O:8][C:9]1[CH:14]=[CH:13][C:12]([N+:15]([O-:17])=[O:16])=[CH:11][C:10]=1[NH:18][C:19]1[C:24]([F:25])=[CH:23][N:22]=[C:21]([NH:36][C:35]2[CH:34]=[CH:33][C:32]([O:31][CH2:30][CH2:29][O:28][CH3:27])=[CH:38][CH:37]=2)[N:20]=1)[C:2]1[CH:7]=[CH:6][CH:5]=[CH:4][CH:3]=1, predict the reactants needed to synthesize it. The reactants are: [CH2:1]([O:8][C:9]1[CH:14]=[CH:13][C:12]([N+:15]([O-:17])=[O:16])=[CH:11][C:10]=1[NH:18][C:19]1[C:24]([F:25])=[CH:23][N:22]=[C:21](Cl)[N:20]=1)[C:2]1[CH:7]=[CH:6][CH:5]=[CH:4][CH:3]=1.[CH3:27][O:28][CH2:29][CH2:30][O:31][C:32]1[CH:38]=[CH:37][C:35]([NH2:36])=[CH:34][CH:33]=1.C([O-])([O-])=O.[Cs+].[Cs+].CC1(C)C2C(=C(P(C3C=CC=CC=3)C3C=CC=CC=3)C=CC=2)OC2C(P(C3C=CC=CC=3)C3C=CC=CC=3)=CC=CC1=2. (6) Given the product [F:26][C:9]1[CH:8]=[C:7]([C:27]2[N:35]=[C:34]3[C:30]([N:31]=[CH:32][NH:33]3)=[C:29]([NH:36][C:37]3[CH:38]=[CH:39][C:40]([N:43]4[CH2:44][CH2:45][N:46]([CH:49]5[CH2:50][O:51][CH2:52]5)[CH2:47][CH2:48]4)=[CH:41][CH:42]=3)[N:28]=2)[C:6]([CH2:5][OH:4])=[C:11]([N:12]2[CH2:13][CH2:14][C:15]3[C:16]4[CH2:17][CH2:18][CH2:19][CH2:20][C:21]=4[S:22][C:23]=3[C:24]2=[O:25])[CH:10]=1, predict the reactants needed to synthesize it. The reactants are: C([O:4][CH2:5][C:6]1[C:11]([N:12]2[C:24](=[O:25])[C:23]3[S:22][C:21]4[CH2:20][CH2:19][CH2:18][CH2:17][C:16]=4[C:15]=3[CH2:14][CH2:13]2)=[CH:10][C:9]([F:26])=[CH:8][C:7]=1[C:27]1[N:35]=[C:34]2[C:30]([N:31]=[CH:32][NH:33]2)=[C:29]([NH:36][C:37]2[CH:42]=[CH:41][C:40]([N:43]3[CH2:48][CH2:47][N:46]([CH:49]4[CH2:52][O:51][CH2:50]4)[CH2:45][CH2:44]3)=[CH:39][CH:38]=2)[N:28]=1)(=O)C.[OH-].[Li+]. (7) The reactants are: [CH3:1][C:2]([CH3:21])([CH3:20])[C:3]([C:5]1[N:9]([CH2:10][C:11]([OH:13])=O)[C:8]2[CH:14]=[C:15]([O:18][CH3:19])[CH:16]=[CH:17][C:7]=2[N:6]=1)=[O:4].C1C=CC2N(O)N=NC=2C=1.[CH2:32]([NH:34][CH:35]1[CH2:40][CH2:39][CH2:38][CH2:37][CH2:36]1)[CH3:33].CCN(C(C)C)C(C)C. Given the product [CH:35]1([N:34]([CH2:32][CH3:33])[C:11](=[O:13])[CH2:10][N:9]2[C:8]3[CH:14]=[C:15]([O:18][CH3:19])[CH:16]=[CH:17][C:7]=3[N:6]=[C:5]2[C:3](=[O:4])[C:2]([CH3:1])([CH3:21])[CH3:20])[CH2:40][CH2:39][CH2:38][CH2:37][CH2:36]1, predict the reactants needed to synthesize it.